From a dataset of Retrosynthesis with 50K atom-mapped reactions and 10 reaction types from USPTO. Predict the reactants needed to synthesize the given product. (1) The reactants are: CCOC(=O)C=CC1(c2ccc(OC)c3c2OCCO3)CCC2(CC1)OCCO2. Given the product CCOC(=O)C=CC1(c2ccc(OC)c3c2OCCO3)CCC(=O)CC1, predict the reactants needed to synthesize it. (2) Given the product C[C@H](c1ccc2ccc(/C=C/C3(C(=O)O)CCC(=O)CC3)cc2n1)N(C)C(=O)OC(C)(C)C, predict the reactants needed to synthesize it. The reactants are: C=CC1(C(=O)O)CCC(=O)CC1.C[C@H](c1ccc2ccc(Br)cc2n1)N(C)C(=O)OC(C)(C)C. (3) Given the product CC(Cl)C(=O)c1ccc(F)cc1, predict the reactants needed to synthesize it. The reactants are: CC(Cl)C(=O)Cl.Fc1ccccc1. (4) Given the product COC(=O)Cc1ccc2c(c1)Cc1ccccc1CO2, predict the reactants needed to synthesize it. The reactants are: COC(=O)Cc1ccc2c(c1)C(Br)c1ccccc1CO2. (5) The reactants are: O=C(O)CC/C=C/c1cccc(Br)c1. Given the product O=C(O)CCCCc1cccc(Br)c1, predict the reactants needed to synthesize it.